Predict the product of the given reaction. From a dataset of Forward reaction prediction with 1.9M reactions from USPTO patents (1976-2016). Given the reactants P([O-])([O-])([O-])=O.[K+].[K+].[K+].[Cl:9][C:10]1[CH:11]=[C:12]2[N:19]([CH2:20][O:21][CH2:22][CH2:23][Si:24]([CH3:27])([CH3:26])[CH3:25])[C:18]([O:28][C@H:29]3[C@H:33]4[O:34][CH2:35][C@@H:36]([OH:37])[C@H:32]4[O:31][CH2:30]3)=[N:17][C:13]2=[N:14][C:15]=1I.CC1(C)C(C)(C)OB([C:46]2[CH:51]=[CH:50][C:49]([CH:52]3[CH2:56][CH2:55][N:54]([CH2:57][C:58]([F:61])([F:60])[F:59])[CH2:53]3)=[CH:48][CH:47]=2)O1, predict the reaction product. The product is: [Cl:9][C:10]1[CH:11]=[C:12]2[N:19]([CH2:20][O:21][CH2:22][CH2:23][Si:24]([CH3:27])([CH3:26])[CH3:25])[C:18]([O:28][C@H:29]3[C@H:33]4[O:34][CH2:35][C@@H:36]([OH:37])[C@H:32]4[O:31][CH2:30]3)=[N:17][C:13]2=[N:14][C:15]=1[C:46]1[CH:47]=[CH:48][C:49]([CH:52]2[CH2:56][CH2:55][N:54]([CH2:57][C:58]([F:60])([F:59])[F:61])[CH2:53]2)=[CH:50][CH:51]=1.